Dataset: Forward reaction prediction with 1.9M reactions from USPTO patents (1976-2016). Task: Predict the product of the given reaction. The product is: [CH3:26][N:24]([CH3:25])[CH2:23][CH2:22][N:19]1[CH2:18][CH2:17][N:16]([C:14]([NH:13][C:9]2[CH:8]=[C:7]([O:6][C:5]3[CH:4]=[CH:3][C:2]([NH:1][C:54]([NH:53][C:51](=[O:52])[CH2:50][C:44]4[CH:45]=[CH:46][CH:47]=[CH:48][CH:49]=4)=[S:55])=[CH:28][CH:27]=3)[CH:12]=[CH:11][N:10]=2)=[O:15])[CH2:21][CH2:20]1. Given the reactants [NH2:1][C:2]1[CH:28]=[CH:27][C:5]([O:6][C:7]2[CH:12]=[CH:11][N:10]=[C:9]([NH:13][C:14]([N:16]3[CH2:21][CH2:20][N:19]([CH2:22][CH2:23][N:24]([CH3:26])[CH3:25])[CH2:18][CH2:17]3)=[O:15])[CH:8]=2)=[CH:4][CH:3]=1.C12(CS(O)(=O)=O)C(C)(C)C(CC1)CC2=O.[C:44]1([CH2:50][C:51]([N:53]=[C:54]=[S:55])=[O:52])[CH:49]=[CH:48][CH:47]=[CH:46][CH:45]=1, predict the reaction product.